The task is: Predict the reaction yield, written as a fraction of the theoretical maximum amount of product (1.0 means a 100% yield; for example, 0.34 means a 34% yield).. This data is from Reaction yield outcomes from USPTO patents with 853,638 reactions. (1) The reactants are [CH3:1][C:2]1([CH3:20])[C:15]2[CH:14]=C[CH:12]=[CH:11][C:10]=2[N:9]([CH2:16][CH2:17][C:18]#[N:19])[C:8]2[C:3]1=[CH:4][CH:5]=[CH:6][CH:7]=2.S(Cl)([Cl:24])(=O)=O.[CH2:26]([Cl:28])Cl. No catalyst specified. The product is [Cl:24][C:5]1[CH:6]=[CH:7][C:8]2[N:9]([CH2:16][CH2:17][C:18]#[N:19])[C:10]3[C:15](=[CH:14][C:26]([Cl:28])=[CH:12][CH:11]=3)[C:2]([CH3:20])([CH3:1])[C:3]=2[CH:4]=1. The yield is 0.600. (2) The reactants are Cl[C:2]1C=C(SC2C3C(=CC(C)=CC=3)NC=2CCC(N)=O)C=C(Cl)[CH:7]=1.[Cl:25][C:26]1[CH:31]=[CH:30][C:29]([S:32][C:33]2[C:41]3[C:36](=[CH:37][CH:38]=[C:39]([CH3:42])[CH:40]=3)[NH:35][C:34]=2[C:43]([OH:45])=[O:44])=[CH:28][CH:27]=1.C(Cl)(=O)C(Cl)=O.CCO. The catalyst is C1COCC1. The product is [Cl:25][C:26]1[CH:27]=[CH:28][C:29]([S:32][C:33]2[C:41]3[C:36](=[CH:37][CH:38]=[C:39]([CH3:42])[CH:40]=3)[NH:35][C:34]=2[C:43]([O:45][CH2:2][CH3:7])=[O:44])=[CH:30][CH:31]=1. The yield is 0.760. (3) The reactants are F[P-](F)(F)(F)(F)F.N1(OC(N(C)C)=[N+](C)C)C2N=CC=CC=2N=N1.[C:25]([O:29][C:30]([NH:32][C:33]1([C:48]([OH:50])=O)[CH2:38][CH2:37][N:36]([C:39]2[C:40]3[CH:47]=[CH:46][NH:45][C:41]=3[N:42]=[CH:43][N:44]=2)[CH2:35][CH2:34]1)=[O:31])([CH3:28])([CH3:27])[CH3:26].[Cl:51][C:52]1[CH:57]=[CH:56][C:55]([CH:58]([NH2:84])[CH2:59][C:60]2[N:61]([C:65]([C:78]3[CH:83]=[CH:82][CH:81]=[CH:80][CH:79]=3)([C:72]3[CH:77]=[CH:76][CH:75]=[CH:74][CH:73]=3)[C:66]3[CH:71]=[CH:70][CH:69]=[CH:68][CH:67]=3)[CH:62]=[CH:63][N:64]=2)=[CH:54][CH:53]=1.C(N(C(C)C)C(C)C)C. The catalyst is CN(C=O)C. The product is [Cl:51][C:52]1[CH:57]=[CH:56][C:55]([CH:58]([NH:84][C:48]([C:33]2([NH:32][C:30](=[O:31])[O:29][C:25]([CH3:26])([CH3:28])[CH3:27])[CH2:38][CH2:37][N:36]([C:39]3[C:40]4[CH:47]=[CH:46][NH:45][C:41]=4[N:42]=[CH:43][N:44]=3)[CH2:35][CH2:34]2)=[O:50])[CH2:59][C:60]2[N:61]([C:65]([C:78]3[CH:79]=[CH:80][CH:81]=[CH:82][CH:83]=3)([C:72]3[CH:73]=[CH:74][CH:75]=[CH:76][CH:77]=3)[C:66]3[CH:71]=[CH:70][CH:69]=[CH:68][CH:67]=3)[CH:62]=[CH:63][N:64]=2)=[CH:54][CH:53]=1. The yield is 0.950. (4) The reactants are Br[CH2:2][C:3]1[CH:20]=[CH:19][C:6]2/[C:7](=[CH:16]\[C:17]#[N:18])/[C:8]3[CH:15]=[CH:14][CH:13]=[CH:12][C:9]=3[O:10][CH2:11][C:5]=2[CH:4]=1.[CH3:21][C:22]1[C:30]2[NH:29][C:28]([CH2:31][CH2:32][CH3:33])=[N:27][C:26]=2[CH:25]=[CH:24][CH:23]=1. No catalyst specified. The product is [CH3:21][C:22]1[C:30]2[N:29]=[C:28]([CH2:31][CH2:32][CH3:33])[N:27]([CH2:2][C:3]3[CH:20]=[CH:19][C:6]4/[C:7](=[CH:16]\[C:17]#[N:18])/[C:8]5[CH:15]=[CH:14][CH:13]=[CH:12][C:9]=5[O:10][CH2:11][C:5]=4[CH:4]=3)[C:26]=2[CH:25]=[CH:24][CH:23]=1. The yield is 0.760. (5) The reactants are Cl.[Br:2][C:3]1[CH:4]=[C:5]([CH2:8][O:9][CH:10]2[CH2:13][NH:12][CH2:11]2)[S:6][CH:7]=1.CCN=C=NCCCN(C)C.C1C=CC2N(O)N=NC=2C=1.C(N(C(C)C)CC)(C)C.Cl.[O:45]=[C:46]1[NH:55][C:54]2[N:53]=[CH:52][C:51](/[CH:56]=[CH:57]/[C:58](O)=[O:59])=[CH:50][C:49]=2[CH2:48][CH2:47]1. The catalyst is CN(C)C=O.O.C(OCC)(=O)C. The product is [Br:2][C:3]1[CH:4]=[C:5]([CH2:8][O:9][CH:10]2[CH2:11][N:12]([C:58](=[O:59])/[CH:57]=[CH:56]/[C:51]3[CH:50]=[C:49]4[C:54](=[N:53][CH:52]=3)[NH:55][C:46](=[O:45])[CH2:47][CH2:48]4)[CH2:13]2)[S:6][CH:7]=1. The yield is 0.620. (6) The reactants are [Br:1][C:2]1[S:6][C:5]([S:7](Cl)(=[O:9])=[O:8])=[CH:4][CH:3]=1.C(N(CC)CC)C.[C:18]([NH:25][CH2:26][CH2:27][NH2:28])([O:20][C:21]([CH3:24])([CH3:23])[CH3:22])=[O:19]. The catalyst is C1COCC1. The product is [C:21]([O:20][C:18](=[O:19])[NH:25][CH2:26][CH2:27][NH:28][S:7]([C:5]1[S:6][C:2]([Br:1])=[CH:3][CH:4]=1)(=[O:9])=[O:8])([CH3:24])([CH3:22])[CH3:23]. The yield is 0.960. (7) The yield is 0.380. The catalyst is CN(C=O)C. The product is [CH:1]([N:4]1[C:8]([C:9]2[N:18]=[C:17]3[C:16]4[CH:19]=[N:20][C:21]([O:23][C:24]([CH3:28])([CH3:29])[C:25]([NH2:31])=[O:27])=[CH:22][C:15]=4[O:14][CH2:13][CH2:12][N:11]3[CH:10]=2)=[N:7][CH:6]=[N:5]1)([CH3:3])[CH3:2]. The reactants are [CH:1]([N:4]1[C:8]([C:9]2[N:18]=[C:17]3[N:11]([CH2:12][CH2:13][O:14][C:15]4[CH:22]=[C:21]([O:23][C:24]([CH3:29])([CH3:28])[C:25]([OH:27])=O)[N:20]=[CH:19][C:16]=43)[CH:10]=2)=[N:7][CH:6]=[N:5]1)([CH3:3])[CH3:2].C[N:31](C(ON1N=NC2C=CC=NC1=2)=[N+](C)C)C.F[P-](F)(F)(F)(F)F.[Cl-].[NH4+].C(N(CC)CC)C. (8) The reactants are C([NH:5][S:6]([C:9]1[S:13][C:12]([C:14]2[N:15]=[CH:16][N:17]([C:19]3[N:24]=[C:23]([C:25]([F:28])([F:27])[F:26])[CH:22]=[C:21]([C:29]4[CH:34]=[CH:33][C:32]([C:35]([F:38])([F:37])[F:36])=[CH:31][CH:30]=4)[N:20]=3)[CH:18]=2)=[N:11][CH:10]=1)(=[O:8])=[O:7])(C)(C)C.C(O)(C(F)(F)F)=O. The catalyst is ClCCl. The product is [F:28][C:25]([F:26])([F:27])[C:23]1[CH:22]=[C:21]([C:29]2[CH:34]=[CH:33][C:32]([C:35]([F:38])([F:36])[F:37])=[CH:31][CH:30]=2)[N:20]=[C:19]([N:17]2[CH:18]=[C:14]([C:12]3[S:13][C:9]([S:6]([NH2:5])(=[O:8])=[O:7])=[CH:10][N:11]=3)[N:15]=[CH:16]2)[N:24]=1. The yield is 0.180. (9) The reactants are [CH:1]1([C:7]([N:9]2[CH2:18][CH2:17][C:16]3[C:11](=[CH:12][CH:13]=[C:14]([C:19](O)=[O:20])[CH:15]=3)[CH2:10]2)=[O:8])[CH2:6][CH2:5][CH2:4][CH2:3][CH2:2]1.C(OC(Cl)=O)C(C)C.[BH4-].[Na+].O. The catalyst is C1COCC1. The product is [CH:1]1([C:7]([N:9]2[CH2:18][CH2:17][C:16]3[C:11](=[CH:12][CH:13]=[C:14]([CH2:19][OH:20])[CH:15]=3)[CH2:10]2)=[O:8])[CH2:6][CH2:5][CH2:4][CH2:3][CH2:2]1. The yield is 0.830. (10) The reactants are [C:1]([NH:8][C:9]1[CH:18]=[CH:17][C:12]([C:13](OC)=[O:14])=[CH:11][CH:10]=1)(=[O:7])[CH2:2][CH2:3][CH2:4][CH2:5][CH3:6].O.[NH2:20][NH2:21]. The catalyst is CCO. The product is [NH:20]([C:13]([C:12]1[CH:17]=[CH:18][C:9]([NH:8][C:1](=[O:7])[CH2:2][CH2:3][CH2:4][CH2:5][CH3:6])=[CH:10][CH:11]=1)=[O:14])[NH2:21]. The yield is 0.550.